This data is from Full USPTO retrosynthesis dataset with 1.9M reactions from patents (1976-2016). The task is: Predict the reactants needed to synthesize the given product. (1) Given the product [NH2:8][C:9]1[N:14]=[C:13]([CH3:15])[N:12]=[C:11]([C:16]2[CH:17]=[CH:18][C:19]([C:32]3[CH:33]=[CH:34][N:35]=[CH:36][CH:37]=3)=[N:20][C:21]=2[NH:22][C:23]2[CH:24]=[N:25][C:26]([O:30][CH3:31])=[C:27]([F:29])[CH:28]=2)[N:10]=1, predict the reactants needed to synthesize it. The reactants are: COC1C=CC(C[N:8](CC2C=CC(OC)=CC=2)[C:9]2[N:14]=[C:13]([CH3:15])[N:12]=[C:11]([C:16]3[CH:17]=[CH:18][C:19]([C:32]4[CH:37]=[CH:36][N:35]=[CH:34][CH:33]=4)=[N:20][C:21]=3[NH:22][C:23]3[CH:24]=[N:25][C:26]([O:30][CH3:31])=[C:27]([F:29])[CH:28]=3)[N:10]=2)=CC=1. (2) Given the product [CH2:1]([O:5][C:6]1[CH:11]=[CH:10][C:9]([S:12]([NH:15][C@H:16]([C:20]([S:23][CH2:24][CH2:25][CH2:26][OH:27])([CH3:21])[CH3:22])[C:17]([O:19][C:28]([CH3:31])([CH3:30])[CH3:29])=[O:18])(=[O:14])=[O:13])=[CH:8][CH:7]=1)[C:2]#[C:3][CH3:4], predict the reactants needed to synthesize it. The reactants are: [CH2:1]([O:5][C:6]1[CH:11]=[CH:10][C:9]([S:12]([NH:15][C@H:16]([C:20]([S:23][CH2:24][CH2:25][CH2:26][OH:27])([CH3:22])[CH3:21])[C:17]([OH:19])=[O:18])(=[O:14])=[O:13])=[CH:8][CH:7]=1)[C:2]#[C:3][CH3:4].[C:28](Br)([CH3:31])([CH3:30])[CH3:29].C(=O)([O-])[O-].[K+].[K+]. (3) Given the product [C:12]([O:11][C:9]([N:7]1[CH2:8][C@@H:4]([CH2:3][O:2][CH3:1])[CH2:5][C@H:6]1[C:16]([OH:18])=[O:17])=[O:10])([CH3:15])([CH3:13])[CH3:14], predict the reactants needed to synthesize it. The reactants are: [CH3:1][O:2][CH2:3][C@@H:4]1[CH2:8][N:7]([C:9]([O:11][C:12]([CH3:15])([CH3:14])[CH3:13])=[O:10])[C@H:6]([C:16]([O:18]C)=[O:17])[CH2:5]1.[Li+].[OH-].Cl. (4) Given the product [OH:58][C:57]1[C:52](=[O:51])[NH:53][N:54]=[C:55]([CH:66]([C:68]2[CH:73]=[CH:72][CH:71]=[C:70]([C:74]([F:76])([F:75])[F:77])[CH:69]=2)[CH3:67])[CH:56]=1, predict the reactants needed to synthesize it. The reactants are: OC1C(=O)NN=C(CCC2C=CC=CC=2)C=1.C(OC1N=NC(C#CC(C)C)=CC=1OCC1C=CC=CC=1)C1C=CC=CC=1.C([O:51][C:52]1[N:53]=[N:54][C:55]([C:66]([C:68]2[CH:73]=[CH:72][CH:71]=[C:70]([C:74]([F:77])([F:76])[F:75])[CH:69]=2)=[CH2:67])=[CH:56][C:57]=1[O:58]CC1C=CC=CC=1)C1C=CC=CC=1.C(OCC)(=O)C. (5) Given the product [CH3:1][O:2][C:5]1[C:14]([N+:15]([O-:17])=[O:16])=[CH:13][C:8]([C:9]([O:11][CH3:12])=[O:10])=[CH:7][N:6]=1, predict the reactants needed to synthesize it. The reactants are: [CH3:1][O-:2].[Na+].Cl[C:5]1[C:14]([N+:15]([O-:17])=[O:16])=[CH:13][C:8]([C:9]([O:11][CH3:12])=[O:10])=[CH:7][N:6]=1. (6) The reactants are: [NH:1]1[C:9]2[CH:8]=[CH:7][N:6]=[CH:5][C:4]=2[CH:3]=[CH:2]1.[Cl:10][C:11]1[CH:19]=[C:18]([C:20](=[O:22])[NH2:21])[CH:17]=[C:16]([Cl:23])[C:12]=1[C:13](O)=[O:14]. Given the product [Cl:10][C:11]1[CH:19]=[C:18]([CH:17]=[C:16]([Cl:23])[C:12]=1[C:13]([N:1]1[C:9]2[CH:8]=[CH:7][N:6]=[CH:5][C:4]=2[CH:3]=[CH:2]1)=[O:14])[C:20]([NH2:21])=[O:22], predict the reactants needed to synthesize it. (7) Given the product [CH3:12][N:13]1[CH:17]=[CH:16][C:15]([NH:18][C:2]2[CH:7]=[CH:6][C:5]([O:8][CH2:9][CH2:10][CH3:11])=[CH:4][N:3]=2)=[N:14]1, predict the reactants needed to synthesize it. The reactants are: Br[C:2]1[CH:7]=[CH:6][C:5]([O:8][CH2:9][CH2:10][CH3:11])=[CH:4][N:3]=1.[CH3:12][N:13]1[CH:17]=[CH:16][C:15]([NH2:18])=[N:14]1. (8) The reactants are: [O:1]1[CH2:6][CH2:5][CH:4]([NH:7][C:8]2[C:13]3[C:14]([C:17]4[CH:22]=[C:21]([C:23](F)(F)F)[CH:20]=[CH:19][N:18]=4)=[N:15][NH:16][C:12]=3[CH:11]=[CH:10][N:9]=2)[CH2:3][CH2:2]1.COC1C=CC(C[N:34]2C3C=CN=C(NC4CCOCC4)C=3C([Sn](C)(C)C)=N2)=CC=1.BrC1C=C(C=CN=1)C#N. Given the product [O:1]1[CH2:6][CH2:5][CH:4]([NH:7][C:8]2[C:13]3[C:14]([C:17]4[CH:22]=[C:21]([CH:20]=[CH:19][N:18]=4)[C:23]#[N:34])=[N:15][NH:16][C:12]=3[CH:11]=[CH:10][N:9]=2)[CH2:3][CH2:2]1, predict the reactants needed to synthesize it. (9) Given the product [CH3:24][O:23][C:21]1[CH:22]=[C:17]([C:13]2[CH:12]=[C:11]([CH2:10][N:7]3[CH2:6][CH2:5][C:4](=[O:3])[CH2:9][CH2:8]3)[CH:16]=[CH:15][N:14]=2)[CH:18]=[C:19]([O:27][CH3:28])[C:20]=1[O:25][CH3:26], predict the reactants needed to synthesize it. The reactants are: C1O[C:4]2([CH2:9][CH2:8][N:7]([CH2:10][C:11]3[CH:16]=[CH:15][N:14]=[C:13]([C:17]4[CH:22]=[C:21]([O:23][CH3:24])[C:20]([O:25][CH3:26])=[C:19]([O:27][CH3:28])[CH:18]=4)[CH:12]=3)[CH2:6][CH2:5]2)[O:3]C1.Cl.[OH-].[Na+]. (10) Given the product [S:26]1[CH:27]=[CH:28][C:24]2[CH:23]=[CH:22][CH:21]=[C:20]([CH2:19][N:7]3[C:6]4[CH:5]=[C:4]([N:12]5[CH2:17][CH2:16][O:15][CH2:14][CH2:13]5)[CH:3]=[C:2]([Br:1])[C:10]=4[N:9]=[C:8]3[CH3:11])[C:25]1=2, predict the reactants needed to synthesize it. The reactants are: [Br:1][C:2]1[C:10]2[N:9]=[C:8]([CH3:11])[NH:7][C:6]=2[CH:5]=[C:4]([N:12]2[CH2:17][CH2:16][O:15][CH2:14][CH2:13]2)[CH:3]=1.Br[CH2:19][C:20]1[C:25]2[S:26][CH:27]=[CH:28][C:24]=2[CH:23]=[CH:22][CH:21]=1.C(=O)([O-])[O-].[K+].[K+].O.